This data is from Reaction yield outcomes from USPTO patents with 853,638 reactions. The task is: Predict the reaction yield, written as a fraction of the theoretical maximum amount of product (1.0 means a 100% yield; for example, 0.34 means a 34% yield). (1) The reactants are Cl[S:2]([N:5]=C=O)(=[O:4])=[O:3].C(O)(C)(C)C.Cl.[NH2:14][CH2:15][CH2:16][NH:17][C:18]1[C:19]([C:23]2[N:27]([C:28]3[CH:33]=[CH:32][C:31]([F:34])=[C:30]([Cl:35])[CH:29]=3)[C:26](=[O:36])[O:25][N:24]=2)=[N:20][O:21][N:22]=1.C(N(CC)CC)C. The catalyst is ClCCl.Cl. The product is [Cl:35][C:30]1[CH:29]=[C:28]([N:27]2[C:26](=[O:36])[O:25][N:24]=[C:23]2[C:19]2[C:18]([NH:17][CH2:16][CH2:15][NH:14][S:2]([NH2:5])(=[O:4])=[O:3])=[N:22][O:21][N:20]=2)[CH:33]=[CH:32][C:31]=1[F:34]. The yield is 0.780. (2) The reactants are [CH3:1][C:2]([S:5]([NH:7][C:8]1([C:12]2[S:13][C:14]([C:17]3[CH:22]=[C:21]([NH:23][C:24]4[N:29]=[C:28]([C:30]([F:33])([F:32])[F:31])[CH:27]=[CH:26][N:25]=4)[CH:20]=[C:19]([CH3:34])[CH:18]=3)=[CH:15][N:16]=2)[CH2:11][O:10][CH2:9]1)=[O:6])([CH3:4])[CH3:3].C1C=C(Cl)C=C(C(OO)=[O:43])C=1. The catalyst is ClCCl. The product is [CH3:4][C:2]([S:5]([NH:7][C:8]1([C:12]2[S:13][C:14]([C:17]3[CH:22]=[C:21]([NH:23][C:24]4[N:29]=[C:28]([C:30]([F:32])([F:33])[F:31])[CH:27]=[CH:26][N:25]=4)[CH:20]=[C:19]([CH3:34])[CH:18]=3)=[CH:15][N:16]=2)[CH2:9][O:10][CH2:11]1)(=[O:43])=[O:6])([CH3:1])[CH3:3]. The yield is 0.590. (3) The reactants are C([N:8]1[CH2:13][CH2:12][C:11]2([CH2:22][CH2:21][C:20]3[C:15](=[CH:16][CH:17]=[C:18]([Cl:23])[CH:19]=3)[O:14]2)[CH2:10][CH2:9]1)C1C=CC=CC=1.ClC(OC(Cl)C)=O. The catalyst is C1(C)C=CC=CC=1. The product is [ClH:23].[Cl:23][C:18]1[CH:19]=[C:20]2[C:15](=[CH:16][CH:17]=1)[O:14][C:11]1([CH2:10][CH2:9][NH:8][CH2:13][CH2:12]1)[CH2:22][CH2:21]2. The yield is 0.490. (4) The reactants are [CH3:1][O:2][C:3](=[O:21])[CH2:4][CH2:5][CH:6]([C:18](=[O:20])[NH2:19])[N:7]1[CH2:15][C:14]2[C:9](=[CH:10][CH:11]=[CH:12][C:13]=2[OH:16])[C:8]1=[O:17].C1C=CC(P(C2C=CC=CC=2)C2C=CC=CC=2)=CC=1.CC(OC(/N=N/C(OC(C)C)=O)=O)C.[N:55]1([CH2:61][CH2:62][C:63]2[CH:68]=[CH:67][C:66]([CH2:69]O)=[CH:65][CH:64]=2)[CH2:60][CH2:59][O:58][CH2:57][CH2:56]1. The catalyst is C1COCC1. The product is [CH3:1][O:2][C:3](=[O:21])[CH2:4][CH2:5][CH:6]([C:18](=[O:20])[NH2:19])[N:7]1[CH2:15][C:14]2[C:9](=[CH:10][CH:11]=[CH:12][C:13]=2[O:16][CH2:69][C:66]2[CH:67]=[CH:68][C:63]([CH2:62][CH2:61][N:55]3[CH2:60][CH2:59][O:58][CH2:57][CH2:56]3)=[CH:64][CH:65]=2)[C:8]1=[O:17]. The yield is 0.880. (5) The reactants are [C:1]1([NH:7][C:8]([C:10]2([C:13]([O:15]C)=[O:14])[CH2:12][CH2:11]2)=[O:9])[CH:6]=[CH:5][CH:4]=[CH:3][CH:2]=1.O.[OH-].[Li+]. The catalyst is C1COCC1.O. The product is [C:1]1([NH:7][C:8]([C:10]2([C:13]([OH:15])=[O:14])[CH2:11][CH2:12]2)=[O:9])[CH:2]=[CH:3][CH:4]=[CH:5][CH:6]=1. The yield is 0.850.